Dataset: Full USPTO retrosynthesis dataset with 1.9M reactions from patents (1976-2016). Task: Predict the reactants needed to synthesize the given product. Given the product [CH3:26][O:25][CH2:24][CH2:23][O:22][C:3]1[C:2]([C:35]2[CH:36]=[N:37][CH:38]=[N:39][CH:40]=2)=[CH:21][C:6]([C:7]([NH:9][C:10]2[CH:15]=[CH:14][C:13]([O:16][C:17]([F:20])([F:19])[F:18])=[CH:12][CH:11]=2)=[O:8])=[CH:5][N:4]=1, predict the reactants needed to synthesize it. The reactants are: Br[C:2]1[C:3]([O:22][CH2:23][CH2:24][O:25][CH3:26])=[N:4][CH:5]=[C:6]([CH:21]=1)[C:7]([NH:9][C:10]1[CH:15]=[CH:14][C:13]([O:16][C:17]([F:20])([F:19])[F:18])=[CH:12][CH:11]=1)=[O:8].CC1(C)C(C)(C)OB([C:35]2[CH:36]=[N:37][CH:38]=[N:39][CH:40]=2)O1.C1(C)C=CC=CC=1.[O-]P([O-])([O-])=O.[K+].[K+].[K+].